Dataset: Forward reaction prediction with 1.9M reactions from USPTO patents (1976-2016). Task: Predict the product of the given reaction. (1) Given the reactants [C:1]([O:5][C:6]([NH:8][CH2:9][C@H:10]1[CH2:15][CH2:14][C@H:13]([C:16]([NH:18][C@H:19]([C:39]([OH:41])=O)[CH2:20][C:21]2[CH:26]=[CH:25][CH:24]=[C:23]([C:27]3[CH:28]=[N:29][C:30]([N:33]4[CH2:38][CH2:37][O:36][CH2:35][CH2:34]4)=[N:31][CH:32]=3)[CH:22]=2)=[O:17])[CH2:12][CH2:11]1)=[O:7])([CH3:4])([CH3:3])[CH3:2].[NH2:42][C:43]1[CH:48]=[CH:47][C:46]([C:49]2[N:53]=[C:52]([C:54]([F:62])([F:61])[C:55]([F:60])([F:59])[C:56]([OH:58])=[O:57])[NH:51][N:50]=2)=[CH:45][CH:44]=1.C(N(CC)C(C)C)(C)C.C(P1(=O)OP(=O)(CCC)OP(=O)(CCC)O1)CC, predict the reaction product. The product is: [C:1]([O:5][C:6]([NH:8][CH2:9][C@H:10]1[CH2:15][CH2:14][C@H:13]([C:16]([NH:18][C@H:19]([C:39]([NH:42][C:43]2[CH:44]=[CH:45][C:46]([C:49]3[N:53]=[C:52]([C:54]([F:62])([F:61])[C:55]([F:60])([F:59])[C:56]([OH:58])=[O:57])[NH:51][N:50]=3)=[CH:47][CH:48]=2)=[O:41])[CH2:20][C:21]2[CH:26]=[CH:25][CH:24]=[C:23]([C:27]3[CH:28]=[N:29][C:30]([N:33]4[CH2:34][CH2:35][O:36][CH2:37][CH2:38]4)=[N:31][CH:32]=3)[CH:22]=2)=[O:17])[CH2:12][CH2:11]1)=[O:7])([CH3:2])([CH3:3])[CH3:4]. (2) Given the reactants [OH:1][C:2]([C:16]1[CH:21]=[CH:20][C:19](/[C:22](=[N:24]/[OH:25])/[NH2:23])=[CH:18][CH:17]=1)([CH3:15])[CH2:3][N:4]1[CH2:9][CH2:8][CH2:7][C@H:6]([C:10]([O:12]CC)=[O:11])[CH2:5]1.[C:26]1([C:32]2[C:36]([C:37]([F:40])([F:39])[F:38])=[C:35]([C:41](F)=O)[O:34][N:33]=2)[CH:31]=[CH:30][CH:29]=[CH:28][CH:27]=1.CCN(C(C)C)C(C)C.CCCC[N+](CCCC)(CCCC)CCCC.[F-].C1COCC1, predict the reaction product. The product is: [OH:1][C:2]([C:16]1[CH:17]=[CH:18][C:19]([C:22]2[N:23]=[C:41]([C:35]3[O:34][N:33]=[C:32]([C:26]4[CH:31]=[CH:30][CH:29]=[CH:28][CH:27]=4)[C:36]=3[C:37]([F:40])([F:38])[F:39])[O:25][N:24]=2)=[CH:20][CH:21]=1)([CH3:15])[CH2:3][N:4]1[CH2:9][CH2:8][CH2:7][C@H:6]([C:10]([OH:12])=[O:11])[CH2:5]1.